From a dataset of Catalyst prediction with 721,799 reactions and 888 catalyst types from USPTO. Predict which catalyst facilitates the given reaction. (1) Reactant: C([C:3]1[CH:12]=[CH:11][C:10]2[C:5](=[CH:6][CH:7]=[CH:8][CH:9]=2)[N:4]=1)=O.C1(P(=CC=O)(C2C=CC=CC=2)C2C=CC=CC=2)C=CC=CC=1.O. Product: [N:4]1[C:5]2[C:10](=[CH:9][CH:8]=[CH:7][CH:6]=2)[CH:11]=[CH:12][CH:3]=1. The catalyst class is: 11. (2) Reactant: [C:1]1([NH:7][C@@H:8]([CH3:12])[CH2:9][C:10]#[N:11])[CH:6]=[CH:5][CH:4]=[CH:3][CH:2]=1.S(=O)(=O)(O)[OH:14]. Product: [C:1]1([NH:7][C@@H:8]([CH3:12])[CH2:9][C:10]([NH2:11])=[O:14])[CH:6]=[CH:5][CH:4]=[CH:3][CH:2]=1. The catalyst class is: 93. (3) Reactant: [Br:1][C:2]1[C:10]2[NH:9][C:8](=[O:11])[NH:7][C:6]=2[CH:5]=[C:4]([Br:12])[C:3]=1[C:13]([O:15][CH3:16])=[O:14].[H-].[Na+].[CH2:19](Br)[CH2:20][CH:21]([CH3:23])[CH3:22].Cl. Product: [Br:1][C:2]1[C:10]2[N:9]([CH2:19][CH2:20][CH:21]([CH3:23])[CH3:22])[C:8](=[O:11])[N:7]([CH2:10][CH2:2][CH:3]([CH3:13])[CH3:4])[C:6]=2[CH:5]=[C:4]([Br:12])[C:3]=1[C:13]([O:15][CH3:16])=[O:14]. The catalyst class is: 255. (4) Reactant: Br[C:2]1[CH:10]=[CH:9][C:5]([C:6]([NH2:8])=[O:7])=[C:4]([CH3:11])[CH:3]=1.[CH3:12][C:13]1([CH3:29])[C:17]([CH3:19])([CH3:18])[O:16][B:15]([B:15]2[O:16][C:17]([CH3:19])([CH3:18])[C:13]([CH3:29])([CH3:12])[O:14]2)[O:14]1.CC([O-])=O.[K+]. Product: [CH3:11][C:4]1[CH:3]=[C:2]([B:15]2[O:16][C:17]([CH3:19])([CH3:18])[C:13]([CH3:29])([CH3:12])[O:14]2)[CH:10]=[CH:9][C:5]=1[C:6]([NH2:8])=[O:7]. The catalyst class is: 75.